This data is from Catalyst prediction with 721,799 reactions and 888 catalyst types from USPTO. The task is: Predict which catalyst facilitates the given reaction. Reactant: [NH2:1][C@@H:2]1[CH2:7][CH2:6][C@H:5]([C:8]([OH:10])=[O:9])[CH2:4][CH2:3]1.[OH-].[Na+].[CH3:13][C:14]([O:17][C:18](O[C:18]([O:17][C:14]([CH3:16])([CH3:15])[CH3:13])=[O:19])=[O:19])([CH3:16])[CH3:15]. Product: [C:14]([O:17][C:18]([NH:1][C@@H:2]1[CH2:7][CH2:6][C@H:5]([C:8]([OH:10])=[O:9])[CH2:4][CH2:3]1)=[O:19])([CH3:16])([CH3:15])[CH3:13]. The catalyst class is: 1.